This data is from Forward reaction prediction with 1.9M reactions from USPTO patents (1976-2016). The task is: Predict the product of the given reaction. Given the reactants [OH-].[K+].[CH3:3][C:4]1[CH2:13][CH2:12][CH2:11][C:6]2([CH2:10][CH2:9][CH2:8][CH2:7]2)[C:5]=1[C:14]([O:16]C)=[O:15].[OH-].[Na+], predict the reaction product. The product is: [CH2:3]=[C:4]1[CH2:13][CH2:12][CH2:11][C:6]2([CH2:10][CH2:9][CH2:8][CH2:7]2)[CH:5]1[C:14]([OH:16])=[O:15].[CH3:3][C:4]1[CH:5]([C:14]([OH:16])=[O:15])[C:6]2([CH2:11][CH2:12][CH:13]=1)[CH2:10][CH2:9][CH2:8][CH2:7]2.